Dataset: Experimentally validated miRNA-target interactions with 360,000+ pairs, plus equal number of negative samples. Task: Binary Classification. Given a miRNA mature sequence and a target amino acid sequence, predict their likelihood of interaction. (1) The miRNA is hsa-miR-4653-5p with sequence UCUCUGAGCAAGGCUUAACACC. The protein sequence of the target gene is MHPPPPDAGVAMDFGQNSLFGYMEDLQELTIIERPVRRSLKTPEEIERLTVDEDLSDIDRAVYLLSAGQDVQGASVIANLPFLMRQNPTETLRRVLPKVREVLHVASVEMQLTAAVSFLTILQEESMSVHTCAHSFLQVILLHLEHRDTGVSNAWLETLLSAVELLPKETLRHEILNPLVSKAQLSQTVQSRLVSCKILGKITNKFDAHSIKREILPLVKSLCQDVEYEVRSCMCRQLENIAQGIGAELTKNVVLPELIELSRDESGSVRLAAFETLVNMLDMFDTDDRSQTILPLVKSF.... Result: 0 (no interaction). (2) The miRNA is mmu-miR-3473c with sequence UCUCUCCAGCCCCCAUAAUAAG. The protein sequence of the target gene is MGRQKELMNRCGEMLHIRYRLLRQALAECLGTLILVMFGCGSVAQVVLSRGTHGGFLTINLAFGFAVTLGILVAGQVSGAHLNPAVTFAMCFLAREPWIKLPIYALAQTLGAFLGAGIVFGLYYDAIWAFANNELFVSGPNGTAGIFATYPSGHLDMVNGFFDQFIGTAALIVCVLAIVDPYNNPVPRGLEAFTVGLVVLVIGTSMGFNSGYAVNPARDFGPRLFTALAGWGSEVFTTGRHWWWVPIVSPLLGSIAGVFVYQLMIGCHLEQPPPSTEEENVKLAHMKHKEQI. Result: 1 (interaction). (3) The miRNA is hsa-miR-765 with sequence UGGAGGAGAAGGAAGGUGAUG. The protein sequence of the target gene is MVAEAGSMPAASSVKKPFGLRSKMGKWCRHCFPWCRGSGKSNVGTSGDHDDSAMKTLRSKMGKWCRHCFPWCRGSSKSNVGTSGDHDDSAMKTLRSKMGKWCCHCFPCCRGSGKSKVGPWGDYDDSAFMEPRYHVRREDLDKLHRAAWWGKVPRKDLIVMLKDTDMNKKDKQKRTALHLASANGNSEVVKLLLDRRCQLNILDNKKRTALTKAVQCREDECALMLLEHGTDPNIPDEYGNTALHYAIYNEDKLMAKALLLYGADIESKNKHGLTPLLLGVHEQKQQVVKFLIKKKANLNA.... Result: 1 (interaction). (4) The miRNA is cel-miR-55-3p with sequence UACCCGUAUAAGUUUCUGCUGAG. The protein sequence of the target gene is MNEEYDVIVLGTGLTECILSGIMSVNGKKVLHMDRNPYYGGESASITPLEDLYKRFKIPGSPPESMGRGRDWNVDLIPKFLMANGQLVKMLLYTEVTRYLDFKVTEGSFVYKGGKIYKVPSTEAEALASSLMGLFEKRRFRKFLVYVANFDEKDPRTFEGIDPKKTTMRDVYKKFDLGQDVIDFTGHALALYRTDDYLDQPCYETINRIKLYSESLARYGKSPYLYPLYGLGELPQGFARLSAIYGGTYMLNKPIEEIIVQNGKVIGVKSEGEIARCKQLICDPSYVKDRVEKVGQVIRV.... Result: 0 (no interaction). (5) The miRNA is hsa-miR-6867-5p with sequence UGUGUGUGUAGAGGAAGAAGGGA. The protein sequence of the target gene is MLTDPDLPQEFERMSSKRPASPYGEADGEVAMVTSRQKVEEEESDGLPAFHLPLHVSFPNKPHSEEFQPVSLLTQETCGHRTPTSQHNTMEVDGNKVMSSFAPHNSSTSPQKAEEGGRQSGESLSSTALGTPERRKGSLADVVDTLKQRKMEELIKNEPEETPSIEKLLSKDWKDKLLAMGSGNFGEIKGTPESLAEKERQLMGMINQLTSLREQLLAAHDEQKKLAASQIEKQRQQMELAKQQQEQIARQQQQLLQQQHKINLLQQQIQVQGQLPPLMIPVFPPDQRTLAAAAQQGFLL.... Result: 1 (interaction). (6) The miRNA is hsa-miR-20a-5p with sequence UAAAGUGCUUAUAGUGCAGGUAG. The protein sequence of the target gene is MAEGGSPDGRAGPGSAGRNLKEWLREQFCDHPLEHCEDTRLHDAAYVGDLQTLRSLLQEESYRSRINEKSVWCCGWLPCTPLRIAATAGHGSCVDFLIRKGAEVDLVDVKGQTALYVAVVNGHLESTQILLEAGADPNGSRHHRSTPVYHASRVGRADILKALIRYGADVDVNHHLTPDVQPRFSRRLTSLVVCPLYISAAYHNLQCFRLLLLAGANPDFNCNGPVNTQGFYRGSPGCVMDAVLRHGCEAAFVSLLVEFGANLNLVKWESLGPESRGRRKVDPEALQVFKEARSVPRTLL.... Result: 1 (interaction).